This data is from Reaction yield outcomes from USPTO patents with 853,638 reactions. The task is: Predict the reaction yield, written as a fraction of the theoretical maximum amount of product (1.0 means a 100% yield; for example, 0.34 means a 34% yield). (1) No catalyst specified. The reactants are Cl.[N+:2]([C:5]1[CH:10]=[C:9]([Cl:11])[CH:8]=[C:7]([CH2:12][CH:13]=[CH2:14])[C:6]=1[O:15][CH3:16])([O-])=O.[Sn].[OH-].[Na+]. The product is [NH2:2][C:5]1[CH:10]=[C:9]([Cl:11])[CH:8]=[C:7]([CH2:12][CH:13]=[CH2:14])[C:6]=1[O:15][CH3:16]. The yield is 0.950. (2) The reactants are [CH3:1][O:2][C:3]1[CH:4]=[C:5]([NH:9][CH:10]([C:30]2[CH:35]=[CH:34][CH:33]=[CH:32][CH:31]=2)[C:11]([C:13]2[C:17]3[CH2:18][N:19](C(OC(C)(C)C)=O)[CH2:20][CH2:21][C:16]=3[N:15]([CH3:29])[N:14]=2)=[O:12])[CH:6]=[CH:7][CH:8]=1.[ClH:36]. The catalyst is O1CCOCC1. The product is [ClH:36].[CH3:1][O:2][C:3]1[CH:4]=[C:5]([NH:9][CH:10]([C:30]2[CH:35]=[CH:34][CH:33]=[CH:32][CH:31]=2)[C:11]([C:13]2[C:17]3[CH2:18][NH:19][CH2:20][CH2:21][C:16]=3[N:15]([CH3:29])[N:14]=2)=[O:12])[CH:6]=[CH:7][CH:8]=1. The yield is 0.480.